Dataset: Full USPTO retrosynthesis dataset with 1.9M reactions from patents (1976-2016). Task: Predict the reactants needed to synthesize the given product. (1) Given the product [C:2]([C:4]1[C:9](=[O:10])[N:8]([CH2:18][O:19][CH2:20][CH2:21][Si:22]([CH3:25])([CH3:24])[CH3:23])[C:7]([CH3:11])=[C:6]([C:12]([O:14][CH2:15][CH3:16])=[O:13])[CH:5]=1)#[N:3], predict the reactants needed to synthesize it. The reactants are: [Na].[C:2]([C:4]1[C:9](=[O:10])[NH:8][C:7]([CH3:11])=[C:6]([C:12]([O:14][CH2:15][CH3:16])=[O:13])[CH:5]=1)#[N:3].Cl[CH2:18][O:19][CH2:20][CH2:21][Si:22]([CH3:25])([CH3:24])[CH3:23].CCN(C(C)C)C(C)C. (2) Given the product [OH:25][CH2:24][CH2:23][CH2:22][CH2:21][NH:20][C:17](=[O:19])[CH2:16][CH2:15][C:10]1[CH:11]=[CH:12][CH:13]=[CH:14][C:9]=1[S:8][C:5]1[CH:4]=[CH:3][C:2]([CH3:1])=[CH:7][CH:6]=1, predict the reactants needed to synthesize it. The reactants are: [CH3:1][C:2]1[CH:7]=[CH:6][C:5]([S:8][C:9]2[CH:14]=[CH:13][CH:12]=[CH:11][C:10]=2[CH2:15][CH2:16][C:17]([OH:19])=O)=[CH:4][CH:3]=1.[NH2:20][CH2:21][CH2:22][CH2:23][CH2:24][OH:25]. (3) The reactants are: [O:1]1[C:5]2[CH:6]=[CH:7][C:8]([C:10]3([C:13]([OH:15])=O)[CH2:12][CH2:11]3)=[CH:9][C:4]=2[O:3][CH2:2]1.[CH:16]([C:19]1[N:24]=[CH:23][C:22]([NH2:25])=[CH:21][CH:20]=1)([CH3:18])[CH3:17].C(N(CC)CC)C.F[P-](F)(F)(F)(F)F.N1(OC(N(C)C)=[N+](C)C)C2N=CC=CC=2N=N1. Given the product [O:1]1[C:5]2[CH:6]=[CH:7][C:8]([C:10]3([C:13]([NH:25][C:22]4[CH:23]=[N:24][C:19]([CH:16]([CH3:18])[CH3:17])=[CH:20][CH:21]=4)=[O:15])[CH2:11][CH2:12]3)=[CH:9][C:4]=2[O:3][CH2:2]1, predict the reactants needed to synthesize it. (4) Given the product [K+:28].[F:1][C:2]([F:12])([F:11])[C:3](=[N:18][C@H:17]([C:16]([O-:23])=[O:15])[CH2:19][CH:20]([CH3:22])[CH3:21])[C:5]1[CH:10]=[CH:9][CH:8]=[CH:7][CH:6]=1, predict the reactants needed to synthesize it. The reactants are: [F:1][C:2]([F:12])([F:11])[C:3]([C:5]1[CH:10]=[CH:9][CH:8]=[CH:7][CH:6]=1)=O.C([O:15][C:16](=[O:23])[C@H:17]([CH2:19][CH:20]([CH3:22])[CH3:21])[NH2:18])C.C([O-])([O-])=O.[K+:28].[K+]. (5) Given the product [Cl:19][C:17]1[CH:16]=[CH:15][C:14]2[N:8]([CH2:7][C:6]([CH3:45])([CH3:46])[CH2:5][OH:4])[C:9](=[O:44])[C@@H:10]([CH2:25][C:26]([NH:28][C:29]3[CH:30]=[C:31]([C:39]([OH:41])=[O:40])[C:32]4[C:37]([CH:38]=3)=[CH:36][CH:35]=[CH:34][CH:33]=4)=[O:27])[O:11][C@@H:12]([CH2:20][CH:21]([CH3:24])[CH2:22][CH3:23])[C:13]=2[CH:18]=1, predict the reactants needed to synthesize it. The reactants are: C([O:4][CH2:5][C:6]([CH3:46])([CH3:45])[CH2:7][N:8]1[C:14]2[CH:15]=[CH:16][C:17]([Cl:19])=[CH:18][C:13]=2[C@H:12]([CH2:20][CH:21]([CH3:24])[CH2:22][CH3:23])[O:11][C@H:10]([CH2:25][C:26]([NH:28][C:29]2[CH:30]=[C:31]([C:39]([O:41]CC)=[O:40])[C:32]3[C:37]([CH:38]=2)=[CH:36][CH:35]=[CH:34][CH:33]=3)=[O:27])[C:9]1=[O:44])(=O)C.[OH-].[Na+].C(O)C.